The task is: Predict which catalyst facilitates the given reaction.. This data is from Catalyst prediction with 721,799 reactions and 888 catalyst types from USPTO. (1) Reactant: [CH2:1]1[CH:6]([C:7](O)=[O:8])[CH2:5][CH2:4][CH:3]([NH2:10])[CH2:2]1.B.C1COCC1. Product: [CH2:1]1[CH:6]([CH2:7][OH:8])[CH2:5][CH2:4][CH:3]([NH2:10])[CH2:2]1. The catalyst class is: 19. (2) Reactant: [Cl:1][C:2]1[N:11]=[C:10](Cl)[C:9]2[C:4](=[CH:5][CH:6]=[CH:7][CH:8]=2)[N:3]=1.[CH3:13][O-:14].[Na+]. Product: [Cl:1][C:2]1[N:11]=[C:10]([O:14][CH3:13])[C:9]2[C:4](=[CH:5][CH:6]=[CH:7][CH:8]=2)[N:3]=1. The catalyst class is: 5. (3) Reactant: [CH3:1][C:2]1[CH:7]=[CH:6][N:5]=[CH:4][C:3]=1[N:8]1[CH2:12][CH2:11][NH:10][C:9]1=[O:13].Br[C:15]1[CH:20]=[CH:19][N:18]2[CH:21]=[CH:22][N:23]=[C:17]2[CH:16]=1.N[C@@H]1CCCC[C@H]1N.P([O-])([O-])([O-])=O.[K+].[K+].[K+]. Product: [N:23]1[CH:22]=[CH:21][N:18]2[CH:19]=[CH:20][C:15]([N:10]3[CH2:11][CH2:12][N:8]([C:3]4[CH:4]=[N:5][CH:6]=[CH:7][C:2]=4[CH3:1])[C:9]3=[O:13])=[CH:16][C:17]=12. The catalyst class is: 246.